This data is from NCI-60 drug combinations with 297,098 pairs across 59 cell lines. The task is: Regression. Given two drug SMILES strings and cell line genomic features, predict the synergy score measuring deviation from expected non-interaction effect. (1) Drug 1: C1CN1P(=S)(N2CC2)N3CC3. Drug 2: C1=NC2=C(N=C(N=C2N1C3C(C(C(O3)CO)O)O)F)N. Cell line: HT29. Synergy scores: CSS=11.0, Synergy_ZIP=-3.22, Synergy_Bliss=4.74, Synergy_Loewe=-6.60, Synergy_HSA=1.31. (2) Drug 1: CS(=O)(=O)C1=CC(=C(C=C1)C(=O)NC2=CC(=C(C=C2)Cl)C3=CC=CC=N3)Cl. Drug 2: CS(=O)(=O)CCNCC1=CC=C(O1)C2=CC3=C(C=C2)N=CN=C3NC4=CC(=C(C=C4)OCC5=CC(=CC=C5)F)Cl. Cell line: SK-OV-3. Synergy scores: CSS=18.8, Synergy_ZIP=-2.09, Synergy_Bliss=4.83, Synergy_Loewe=-7.05, Synergy_HSA=3.98. (3) Drug 1: CC(C1=C(C=CC(=C1Cl)F)Cl)OC2=C(N=CC(=C2)C3=CN(N=C3)C4CCNCC4)N. Drug 2: CNC(=O)C1=NC=CC(=C1)OC2=CC=C(C=C2)NC(=O)NC3=CC(=C(C=C3)Cl)C(F)(F)F. Cell line: UACC62. Synergy scores: CSS=18.9, Synergy_ZIP=-7.44, Synergy_Bliss=-10.2, Synergy_Loewe=-13.9, Synergy_HSA=-9.89. (4) Drug 1: C1=NC2=C(N1)C(=S)N=C(N2)N. Drug 2: CC1=CC=C(C=C1)C2=CC(=NN2C3=CC=C(C=C3)S(=O)(=O)N)C(F)(F)F. Cell line: A549. Synergy scores: CSS=35.2, Synergy_ZIP=-1.67, Synergy_Bliss=-0.400, Synergy_Loewe=-17.7, Synergy_HSA=0.136. (5) Drug 1: CC(C1=C(C=CC(=C1Cl)F)Cl)OC2=C(N=CC(=C2)C3=CN(N=C3)C4CCNCC4)N. Drug 2: C(CCl)NC(=O)N(CCCl)N=O. Cell line: SK-MEL-2. Synergy scores: CSS=-2.92, Synergy_ZIP=-1.21, Synergy_Bliss=-3.37, Synergy_Loewe=-6.33, Synergy_HSA=-6.33. (6) Drug 1: CN1CCC(CC1)COC2=C(C=C3C(=C2)N=CN=C3NC4=C(C=C(C=C4)Br)F)OC. Drug 2: CN(C)C1=NC(=NC(=N1)N(C)C)N(C)C. Cell line: BT-549. Synergy scores: CSS=-7.09, Synergy_ZIP=3.23, Synergy_Bliss=2.16, Synergy_Loewe=-5.58, Synergy_HSA=-3.62. (7) Drug 1: CC1C(C(=O)NC(C(=O)N2CCCC2C(=O)N(CC(=O)N(C(C(=O)O1)C(C)C)C)C)C(C)C)NC(=O)C3=C4C(=C(C=C3)C)OC5=C(C(=O)C(=C(C5=N4)C(=O)NC6C(OC(=O)C(N(C(=O)CN(C(=O)C7CCCN7C(=O)C(NC6=O)C(C)C)C)C)C(C)C)C)N)C. Drug 2: CS(=O)(=O)CCNCC1=CC=C(O1)C2=CC3=C(C=C2)N=CN=C3NC4=CC(=C(C=C4)OCC5=CC(=CC=C5)F)Cl. Cell line: SNB-19. Synergy scores: CSS=-0.968, Synergy_ZIP=14.8, Synergy_Bliss=19.1, Synergy_Loewe=13.1, Synergy_HSA=13.4. (8) Cell line: HOP-62. Synergy scores: CSS=33.6, Synergy_ZIP=-4.38, Synergy_Bliss=-0.148, Synergy_Loewe=-1.77, Synergy_HSA=3.04. Drug 1: CCC1=CC2CC(C3=C(CN(C2)C1)C4=CC=CC=C4N3)(C5=C(C=C6C(=C5)C78CCN9C7C(C=CC9)(C(C(C8N6C)(C(=O)OC)O)OC(=O)C)CC)OC)C(=O)OC.C(C(C(=O)O)O)(C(=O)O)O. Drug 2: CC1CCC2CC(C(=CC=CC=CC(CC(C(=O)C(C(C(=CC(C(=O)CC(OC(=O)C3CCCCN3C(=O)C(=O)C1(O2)O)C(C)CC4CCC(C(C4)OC)O)C)C)O)OC)C)C)C)OC. (9) Drug 1: CNC(=O)C1=CC=CC=C1SC2=CC3=C(C=C2)C(=NN3)C=CC4=CC=CC=N4. Drug 2: CC1=C(N=C(N=C1N)C(CC(=O)N)NCC(C(=O)N)N)C(=O)NC(C(C2=CN=CN2)OC3C(C(C(C(O3)CO)O)O)OC4C(C(C(C(O4)CO)O)OC(=O)N)O)C(=O)NC(C)C(C(C)C(=O)NC(C(C)O)C(=O)NCCC5=NC(=CS5)C6=NC(=CS6)C(=O)NCCC[S+](C)C)O. Cell line: HOP-92. Synergy scores: CSS=4.79, Synergy_ZIP=-3.68, Synergy_Bliss=-5.88, Synergy_Loewe=-42.2, Synergy_HSA=-6.52. (10) Drug 1: CN(C)C1=NC(=NC(=N1)N(C)C)N(C)C. Drug 2: C1=CC=C(C(=C1)C(C2=CC=C(C=C2)Cl)C(Cl)Cl)Cl. Cell line: OVCAR-8. Synergy scores: CSS=-8.42, Synergy_ZIP=2.04, Synergy_Bliss=-2.58, Synergy_Loewe=-7.01, Synergy_HSA=-7.92.